Dataset: Full USPTO retrosynthesis dataset with 1.9M reactions from patents (1976-2016). Task: Predict the reactants needed to synthesize the given product. (1) Given the product [Cl:27][CH2:26][C@H:13]1[C:12]2[C:11]3[CH:28]=[CH:29][CH:30]=[CH:31][C:10]=3[C:9]([OH:8])=[CH:17][C:16]=2[N:15]([C:18](=[O:25])[CH2:19][CH2:20][CH2:21][C:22]([OH:24])=[O:23])[CH2:14]1, predict the reactants needed to synthesize it. The reactants are: C([O:8][C:9]1[C:10]2[CH:31]=[CH:30][CH:29]=[CH:28][C:11]=2[C:12]2[C@H:13]([CH2:26][Cl:27])[CH2:14][N:15]([C:18](=[O:25])[CH2:19][CH2:20][CH2:21][C:22]([OH:24])=[O:23])[C:16]=2[CH:17]=1)C1C=CC=CC=1.C([O-])=O.[NH4+]. (2) Given the product [CH:37]1([N:38]2[CH2:33][CH2:34][N:39]([C:12]([C@@H:10]3[CH2:11][C@H:9]3[C:6]3[CH:5]=[CH:4][C:3]([C:1]#[N:2])=[CH:8][CH:7]=3)=[O:14])[CH2:16][CH2:15]2)[CH2:36][CH2:35][CH2:48]1, predict the reactants needed to synthesize it. The reactants are: [C:1]([C:3]1[CH:8]=[CH:7][C:6]([C@@H:9]2[CH2:11][C@H:10]2[C:12]([OH:14])=O)=[CH:5][CH:4]=1)#[N:2].[CH2:15](N(C(C)C)C(C)C)[CH3:16].CN(C(ON1N=[N:39][C:34]2[CH:35]=[CH:36][CH:37]=[N:38][C:33]1=2)=[N+](C)C)C.F[P-](F)(F)(F)(F)F.[CH3:48]O. (3) Given the product [CH3:36][N:31]([C:26]1[CH:27]=[CH:28][CH:29]=[CH:30][C:25]=1[CH2:24][N:21]1[C:19]2[N:20]=[C:15]([NH:14][C:11]3[CH:12]=[CH:13][C:8]([N:6]4[CH2:5][CH2:4][NH:3][C@H:2]([CH3:1])[CH2:7]4)=[CH:9][CH:10]=3)[N:16]=[CH:17][C:18]=2[CH:23]=[CH:22]1)[S:32]([CH3:35])(=[O:33])=[O:34], predict the reactants needed to synthesize it. The reactants are: [CH3:1][C@@H:2]1[CH2:7][N:6]([C:8]2[CH:13]=[CH:12][C:11]([NH:14][C:15]3[N:16]=[CH:17][C:18]4[CH:23]=[CH:22][N:21]([CH2:24][C:25]5[CH:30]=[CH:29][CH:28]=[CH:27][C:26]=5[N:31]([CH3:36])[S:32]([CH3:35])(=[O:34])=[O:33])[C:19]=4[N:20]=3)=[CH:10][CH:9]=2)[CH2:5][CH2:4][N:3]1C(OC(C)(C)C)=O.C(O)(C(F)(F)F)=O. (4) Given the product [C:1]([NH:4][CH2:5][C:6]1[CH:7]=[C:8]([N:15]2[CH2:20][CH2:19][N:18]([C:21]([O:23][C:24]([CH3:27])([CH3:26])[CH3:25])=[O:22])[CH2:17][CH2:16]2)[CH:9]=[CH:10][C:11]=1[NH2:12])(=[O:3])[CH3:2], predict the reactants needed to synthesize it. The reactants are: [C:1]([NH:4][CH2:5][C:6]1[CH:7]=[C:8]([N:15]2[CH2:20][CH2:19][N:18]([C:21]([O:23][C:24]([CH3:27])([CH3:26])[CH3:25])=[O:22])[CH2:17][CH2:16]2)[CH:9]=[CH:10][C:11]=1[N+:12]([O-])=O)(=[O:3])[CH3:2]. (5) Given the product [Br:1][C:2]1[CH:9]=[CH:8][C:5]([CH:6]2[O:13][CH2:12][CH2:11][O:7]2)=[C:4]([F:10])[CH:3]=1, predict the reactants needed to synthesize it. The reactants are: [Br:1][C:2]1[CH:9]=[CH:8][C:5]([CH:6]=[O:7])=[C:4]([F:10])[CH:3]=1.[CH2:11](O)[CH2:12][OH:13].C(=O)([O-])O.[Na+]. (6) Given the product [NH2:34][C@H:23]1[CH2:24][CH2:25][CH2:26][N:21]([C:2]2[CH:3]=[CH:4][N:5]3[C:10]([C:11]=2[CH3:12])=[C:9]([CH:13]2[CH2:14][CH2:15]2)[CH:8]=[C:7]([C:16]([OH:18])=[O:17])[C:6]3=[O:20])[CH2:22]1, predict the reactants needed to synthesize it. The reactants are: Cl[C:2]1[CH:3]=[CH:4][N:5]2[C:10]([C:11]=1[CH3:12])=[C:9]([CH:13]1[CH2:15][CH2:14]1)[CH:8]=[C:7]([C:16]([O:18]C)=[O:17])[C:6]2=[O:20].[NH:21]1[CH2:26][CH2:25][CH2:24][CH2:23][CH2:22]1.C([O-])(O)=O.[Na+].C(#[N:34])C. (7) Given the product [F:1][C:2]([F:20])([F:21])[C:3]([NH:5][C:6]1[CH:11]=[C:10]([C:12]([F:13])([F:15])[F:14])[CH:9]=[C:8]([CH2:16][CH2:17][CH:18]=[O:19])[CH:7]=1)=[O:4], predict the reactants needed to synthesize it. The reactants are: [F:1][C:2]([F:21])([F:20])[C:3]([NH:5][C:6]1[CH:11]=[C:10]([C:12]([F:15])([F:14])[F:13])[CH:9]=[C:8]([CH2:16][CH2:17][CH2:18][OH:19])[CH:7]=1)=[O:4].NC1C=CC=CC=1.CC(OI1(OC(C)=O)(OC(C)=O)OC(=O)C2C=CC=CC1=2)=O.